From a dataset of Forward reaction prediction with 1.9M reactions from USPTO patents (1976-2016). Predict the product of the given reaction. Given the reactants [OH:1][CH2:2][CH2:3][CH2:4][CH2:5][O:6][C:7]1[CH:8]=[CH:9][C:10]2[CH2:16][CH2:15][NH:14][C:13](=[O:17])[NH:12][C:11]=2[N:18]=1.C(N(CC)CC)C.[CH3:26][S:27](Cl)(=[O:29])=[O:28].O, predict the reaction product. The product is: [O:17]=[C:13]1[NH:12][C:11]2[N:18]=[C:7]([O:6][CH2:5][CH2:4][CH2:3][CH2:2][O:1][S:27]([CH3:26])(=[O:29])=[O:28])[CH:8]=[CH:9][C:10]=2[CH2:16][CH2:15][NH:14]1.